The task is: Regression. Given a peptide amino acid sequence and an MHC pseudo amino acid sequence, predict their binding affinity value. This is MHC class II binding data.. This data is from Peptide-MHC class II binding affinity with 134,281 pairs from IEDB. The peptide sequence is KGNFQRLAITKGKVD. The MHC is DRB1_1302 with pseudo-sequence DRB1_1302. The binding affinity (normalized) is 0.468.